Dataset: Reaction yield outcomes from USPTO patents with 853,638 reactions. Task: Predict the reaction yield, written as a fraction of the theoretical maximum amount of product (1.0 means a 100% yield; for example, 0.34 means a 34% yield). The product is [F:1][C:2]1[CH:3]=[C:4]([C:5]2[S:8][C:24]([CH:13]([CH3:12])[CH2:14][CH2:15][NH:16][C:17](=[O:23])[O:18][C:19]([CH3:21])([CH3:20])[CH3:22])([C:25]3[CH:30]=[CH:29][CH:28]=[CH:27][CH:26]=3)[NH:7][N:6]=2)[CH:9]=[CH:10][CH:11]=1. The reactants are [F:1][C:2]1[CH:3]=[C:4]([CH:9]=[CH:10][CH:11]=1)[C:5](=[S:8])[NH:6][NH2:7].[CH3:12][CH:13]([C:24](=O)[C:25]1[CH:30]=[CH:29][CH:28]=[CH:27][CH:26]=1)[CH2:14][CH2:15][NH:16][C:17](=[O:23])[O:18][C:19]([CH3:22])([CH3:21])[CH3:20]. The catalyst is C(O)C.C(Cl)Cl.C(O)(=O)C. The yield is 0.480.